Dataset: Catalyst prediction with 721,799 reactions and 888 catalyst types from USPTO. Task: Predict which catalyst facilitates the given reaction. (1) Reactant: [ClH:1].C(OC([N:9]1[CH2:14][CH2:13][CH:12]([O:15][C:16]2[CH:21]=[CH:20][C:19]([C:22](=[O:24])[NH2:23])=[CH:18][CH:17]=2)[CH2:11][CH2:10]1)=O)(C)(C)C. Product: [ClH:1].[NH:9]1[CH2:10][CH2:11][CH:12]([O:15][C:16]2[CH:21]=[CH:20][C:19]([C:22]([NH2:23])=[O:24])=[CH:18][CH:17]=2)[CH2:13][CH2:14]1. The catalyst class is: 1. (2) Reactant: CN(C=O)C.C(Cl)(=O)C(Cl)=O.[OH:12][C:13]1[C:18](=[O:19])[CH:17]=[CH:16][N:15]([CH3:20])[C:14]=1[CH:21](O)[C:22]([F:25])([F:24])[F:23].CCN(CC)CC.[CH3:34][NH:35][CH2:36][C:37]#[CH:38]. Product: [OH:12][C:13]1[C:18](=[O:19])[CH:17]=[CH:16][N:15]([CH3:20])[C:14]=1[CH:21]([N:35]([CH3:34])[CH2:36][C:37]#[CH:38])[C:22]([F:25])([F:24])[F:23]. The catalyst class is: 10. (3) Product: [CH3:1][C:2]([O:4][C@H:5]1[C:14]2[C@@:15]3([CH3:30])[C@@H:26]([CH2:27][O:28][CH3:29])[O:25][C:23](=[O:24])[C:17]4=[CH:18][O:19][C:20]([C:21](=[O:22])[C:13]=2[C@@H:8]2[CH2:9][CH2:10][C:11](=[O:12])[C@@:7]2([CH3:31])[CH2:6]1)=[C:16]34)=[O:3]. The catalyst class is: 64. Reactant: [CH3:1][C:2]([O:4][C@H:5]1[C:14]2[C@@:15]3([CH3:30])[C@@H:26]([CH2:27][O:28][CH3:29])[O:25][C:23](=[O:24])[C:17]4=[CH:18][O:19][C:20]([C:21](=[O:22])[C:13]=2[C@@H:8]2[CH2:9][CH2:10][C@H:11]([OH:12])[C@@:7]2([CH3:31])[CH2:6]1)=[C:16]34)=[O:3].